From a dataset of Full USPTO retrosynthesis dataset with 1.9M reactions from patents (1976-2016). Predict the reactants needed to synthesize the given product. (1) Given the product [OH:8][C:9]1[CH:10]=[C:11]2[C:15](=[CH:16][CH:17]=1)[CH2:14][N:13]([C:18]1[CH:23]=[CH:22][C:21]([OH:24])=[CH:20][CH:19]=1)[CH2:12]2, predict the reactants needed to synthesize it. The reactants are: C([O:8][C:9]1[CH:10]=[C:11]2[C:15](=[CH:16][CH:17]=1)[CH2:14][N:13]([C:18]1[CH:23]=[CH:22][C:21]([O:24]CC3C=CC=CC=3)=[CH:20][CH:19]=1)[CH2:12]2)C1C=CC=CC=1. (2) Given the product [F:1][CH:2]([C:10]1[CH:15]=[CH:14][CH:13]=[CH:12][C:11]=1[F:16])[CH2:3][CH:4]1[CH2:5][CH2:6][N:7]([CH2:28][C:23]2[C:22](=[O:21])[NH:27][CH:26]=[CH:25][N:24]=2)[CH2:8][CH2:9]1, predict the reactants needed to synthesize it. The reactants are: [F:1][CH:2]([C:10]1[CH:15]=[CH:14][CH:13]=[CH:12][C:11]=1[F:16])[CH2:3][CH:4]1[CH2:9][CH2:8][NH:7][CH2:6][CH2:5]1.C([O:21][C:22]1[C:23]([CH:28]=O)=[N:24][CH:25]=[CH:26][N:27]=1)(C)(C)C.C(O[BH-](OC(=O)C)OC(=O)C)(=O)C.[Na+].[OH-].[Na+]. (3) Given the product [CH3:1][C:2]1[C:7]2[O:8][CH2:9][C:10]3([CH2:12][CH2:11]3)[C:6]=2[C:5]([O:13][C:18]2[N:23]=[CH:22][C:21]([N+:24]([O-:26])=[O:25])=[CH:20][N:19]=2)=[CH:4][CH:3]=1, predict the reactants needed to synthesize it. The reactants are: [CH3:1][C:2]1[CH:3]=[CH:4][C:5]([OH:13])=[C:6]2[C:10]3([CH2:12][CH2:11]3)[CH2:9][O:8][C:7]=12.C(#N)C.Cl[C:18]1[N:23]=[CH:22][C:21]([N+:24]([O-:26])=[O:25])=[CH:20][N:19]=1. (4) Given the product [CH2:16]([O:17][C:12](=[O:30])[CH2:4][O:21][C:20]1[CH:22]=[CH:23][CH:24]=[CH:25][C:19]=1[C:18]([O:27][CH3:28])=[O:26])[CH3:15], predict the reactants needed to synthesize it. The reactants are: CO/N=[C:4](/[C:12]1[O:17][CH2:16][CH2:15]ON=1)\C1C=CC=CC=1O.[C:18]([O:27][CH3:28])(=[O:26])[C:19]1[C:20](=[CH:22][CH:23]=[CH:24][CH:25]=1)[OH:21].C(=O)([O-])[O-:30].[K+].[K+]. (5) Given the product [Cl:4][P:1]([CH2:18][C:19]([O:21][CH3:22])=[O:20])[CH2:18][C:19]([O:21][CH3:22])=[O:20], predict the reactants needed to synthesize it. The reactants are: [P:1]([Cl:4])(Cl)Cl.[Sn]([CH2:18][C:19]([O:21][CH3:22])=[O:20])(CCCC)(CCCC)CCCC. (6) Given the product [C:13]([C:15]1[CH:21]=[CH:20][C:18]([NH:19][C:1](=[O:12])[O:7][C:8]([CH3:9])([CH3:10])[CH3:11])=[CH:17][CH:16]=1)#[N:14], predict the reactants needed to synthesize it. The reactants are: [C:1](=[O:12])([O:7][C:8]([CH3:11])([CH3:10])[CH3:9])OC(C)(C)C.[C:13]([C:15]1[CH:21]=[CH:20][C:18]([NH2:19])=[CH:17][CH:16]=1)#[N:14].CN(C1C=CC=CN=1)C.